From a dataset of Cav3 T-type calcium channel HTS with 100,875 compounds. Binary Classification. Given a drug SMILES string, predict its activity (active/inactive) in a high-throughput screening assay against a specified biological target. (1) The compound is O1C(OCC)C(C(c2c3c(n(c2)C(=O)C)cccc3)C=C1C(=O)NCc1[nH]c2c(n1)cccc2)CCCO. The result is 0 (inactive). (2) The drug is S(=O)(=O)(N1CCC(CC1)C(OCC(=O)c1cc2OCCOc2cc1)=O)c1sccc1. The result is 0 (inactive).